This data is from Forward reaction prediction with 1.9M reactions from USPTO patents (1976-2016). The task is: Predict the product of the given reaction. (1) Given the reactants [CH:1]1([C:4]([C:6]2[CH:7]=[N:8][C:9]3[C:14]([C:15]=2[NH:16][C:17]2[CH:22]=[CH:21][C:20]([C:23]([NH:26]C(=O)OC(C)(C)C)([CH3:25])[CH3:24])=[CH:19][CH:18]=2)=[CH:13][C:12]([C:34]2[CH:39]=[C:38]([Cl:40])[C:37]([OH:41])=[C:36]([Cl:42])[CH:35]=2)=[CH:11][CH:10]=3)=[O:5])[CH2:3][CH2:2]1.C(O)(C(F)(F)F)=O, predict the reaction product. The product is: [NH2:26][C:23]([C:20]1[CH:19]=[CH:18][C:17]([NH:16][C:15]2[C:14]3[C:9](=[CH:10][CH:11]=[C:12]([C:34]4[CH:35]=[C:36]([Cl:42])[C:37]([OH:41])=[C:38]([Cl:40])[CH:39]=4)[CH:13]=3)[N:8]=[CH:7][C:6]=2[C:4]([CH:1]2[CH2:2][CH2:3]2)=[O:5])=[CH:22][CH:21]=1)([CH3:25])[CH3:24]. (2) Given the reactants Br[C:2]1[CH:3]=[C:4]([CH2:9][OH:10])[CH:5]=[CH:6][C:7]=1[CH3:8].C([Li])CCC.[C:16](=[O:18])=[O:17], predict the reaction product. The product is: [OH:10][CH2:9][C:4]1[CH:5]=[CH:6][C:7]([CH3:8])=[C:2]([CH:3]=1)[C:16]([OH:18])=[O:17]. (3) The product is: [CH3:21][NH:22][C:23]([C:25]1[C:29]2[CH:30]=[CH:31][C:32]([O:34][C:2]3[CH:7]=[CH:6][N:5]=[C:4]4[CH:8]=[C:9]([C:11]([N:13]5[CH2:17][CH2:16][CH2:15][C@H:14]5[CH2:18][O:19][CH3:20])=[O:12])[S:10][C:3]=34)=[CH:33][C:28]=2[O:27][C:26]=1[CH3:35])=[O:24]. Given the reactants Cl[C:2]1[CH:7]=[CH:6][N:5]=[C:4]2[CH:8]=[C:9]([C:11]([N:13]3[CH2:17][CH2:16][CH2:15][C@H:14]3[CH2:18][O:19][CH3:20])=[O:12])[S:10][C:3]=12.[CH3:21][NH:22][C:23]([C:25]1[C:29]2[CH:30]=[CH:31][C:32]([OH:34])=[CH:33][C:28]=2[O:27][C:26]=1[CH3:35])=[O:24].C([O-])([O-])=O.[Cs+].[Cs+], predict the reaction product. (4) The product is: [Cl:1][C:2]1[CH:10]=[C:9]([CH:11]([O:14][CH2:15][C:16]2([C:29]3[CH:34]=[CH:33][C:32]([F:35])=[CH:31][CH:30]=3)[CH2:21][CH2:20][N:19]([C:22]([O:24][C:25]([CH3:26])([CH3:27])[CH3:28])=[O:23])[CH2:18][CH2:17]2)[CH2:12][CH2:13][OH:44])[C:8]2[C:4](=[CH:5][N:6]([CH2:36][O:37][CH2:38][CH2:39][Si:40]([CH3:43])([CH3:42])[CH3:41])[N:7]=2)[CH:3]=1. Given the reactants [Cl:1][C:2]1[CH:10]=[C:9]([CH:11]([O:14][CH2:15][C:16]2([C:29]3[CH:34]=[CH:33][C:32]([F:35])=[CH:31][CH:30]=3)[CH2:21][CH2:20][N:19]([C:22]([O:24][C:25]([CH3:28])([CH3:27])[CH3:26])=[O:23])[CH2:18][CH2:17]2)[CH:12]=[CH2:13])[C:8]2[C:4](=[CH:5][N:6]([CH2:36][O:37][CH2:38][CH2:39][Si:40]([CH3:43])([CH3:42])[CH3:41])[N:7]=2)[CH:3]=1.[O:44]1CCCC1.B.C1COCC1.OO.[OH-].[Na+], predict the reaction product. (5) Given the reactants [CH3:1][S:2]([O:5][C:6]1[CH:11]=[CH:10][C:9]([C:12]2([C:22]3[CH:27]=[CH:26][C:25]([F:28])=[C:24](Br)[CH:23]=3)[C:16](=[O:17])[N:15]([CH2:18][CH2:19][CH3:20])[C:14]([NH2:21])=[N:13]2)=[CH:8][CH:7]=1)(=[O:4])=[O:3].[N:30]1[CH:35]=[C:34](B(O)O)[CH:33]=[N:32][CH:31]=1, predict the reaction product. The product is: [CH3:1][S:2]([O:5][C:6]1[CH:11]=[CH:10][C:9]([C:12]2([C:22]3[CH:27]=[CH:26][C:25]([F:28])=[C:24]([C:34]4[CH:35]=[N:30][CH:31]=[N:32][CH:33]=4)[CH:23]=3)[C:16](=[O:17])[N:15]([CH2:18][CH2:19][CH3:20])[C:14]([NH2:21])=[N:13]2)=[CH:8][CH:7]=1)(=[O:4])=[O:3]. (6) Given the reactants [NH:1]1[C:5]2=[N:6][CH:7]=[CH:8][CH:9]=[C:4]2[C:3](/[CH:10]=[C:11]2\[O:12][C:13]3[C:20]([CH2:21][N:22]4[CH2:27][CH2:26][N:25](C(OC(C)(C)C)=O)[CH2:24][CH2:23]4)=[CH:19][CH:18]=[CH:17][C:14]=3[C:15]\2=[O:16])=[N:2]1.Cl, predict the reaction product. The product is: [NH:1]1[C:5]2=[N:6][CH:7]=[CH:8][CH:9]=[C:4]2[C:3](/[CH:10]=[C:11]2\[O:12][C:13]3[C:20]([CH2:21][N:22]4[CH2:27][CH2:26][NH:25][CH2:24][CH2:23]4)=[CH:19][CH:18]=[CH:17][C:14]=3[C:15]\2=[O:16])=[N:2]1. (7) Given the reactants [C:1]1([S:7](Cl)(=[O:9])=[O:8])[CH:6]=[CH:5][CH:4]=[CH:3][CH:2]=1.[NH2:11][C:12]1[CH:13]=[C:14]([C:19]2[S:23][C:22]([NH:24][C:25](=[O:27])[CH3:26])=[N:21][C:20]=2[CH2:28][C:29]#[N:30])[CH:15]=[N:16][C:17]=1[Cl:18].N, predict the reaction product. The product is: [C:1]1([S:7]([NH:11][C:12]2[CH:13]=[C:14]([C:19]3[S:23][C:22]([NH:24][C:25](=[O:27])[CH3:26])=[N:21][C:20]=3[CH2:28][C:29]#[N:30])[CH:15]=[N:16][C:17]=2[Cl:18])(=[O:9])=[O:8])[CH:6]=[CH:5][CH:4]=[CH:3][CH:2]=1.